From a dataset of Peptide-MHC class II binding affinity with 134,281 pairs from IEDB. Regression. Given a peptide amino acid sequence and an MHC pseudo amino acid sequence, predict their binding affinity value. This is MHC class II binding data. (1) The peptide sequence is AFKVAATSANAAPAN. The MHC is DRB1_0701 with pseudo-sequence DRB1_0701. The binding affinity (normalized) is 0.639. (2) The peptide sequence is AWASACGGTGKNTIV. The MHC is HLA-DQA10102-DQB10502 with pseudo-sequence HLA-DQA10102-DQB10502. The binding affinity (normalized) is 0. (3) The peptide sequence is NVWEVKSSKPLVGPF. The MHC is HLA-DPA10103-DPB10401 with pseudo-sequence HLA-DPA10103-DPB10401. The binding affinity (normalized) is 0.193. (4) The peptide sequence is IAKVPPGPNITATYG. The MHC is HLA-DQA10501-DQB10301 with pseudo-sequence HLA-DQA10501-DQB10301. The binding affinity (normalized) is 0.330. (5) The peptide sequence is PNITATYGDKWLDAK. The MHC is HLA-DQA10102-DQB10602 with pseudo-sequence HLA-DQA10102-DQB10602. The binding affinity (normalized) is 0.0684. (6) The peptide sequence is MYYVSGARSNVTFTVK. The MHC is DRB1_1301 with pseudo-sequence DRB1_1301. The binding affinity (normalized) is 0.444.